This data is from Full USPTO retrosynthesis dataset with 1.9M reactions from patents (1976-2016). The task is: Predict the reactants needed to synthesize the given product. (1) Given the product [Cl:1][C:2]1[CH:3]=[CH:4][C:5]2[NH:11][C:10](=[O:12])[C@@H:9]([CH2:13][C:14]([O:16][CH:28]([CH3:30])[CH3:29])=[O:15])[S:8][C@H:7]([C:17]3[CH:22]=[CH:21][CH:20]=[C:19]([O:23][CH3:24])[C:18]=3[CH3:25])[C:6]=2[CH:26]=1, predict the reactants needed to synthesize it. The reactants are: [Cl:1][C:2]1[CH:3]=[CH:4][C:5]2[NH:11][C:10](=[O:12])[C@@H:9]([CH2:13][C:14]([OH:16])=[O:15])[S:8][C@H:7]([C:17]3[CH:22]=[CH:21][CH:20]=[C:19]([O:23][CH3:24])[C:18]=3[CH3:25])[C:6]=2[CH:26]=1.I[CH:28]([CH3:30])[CH3:29].C(=O)([O-])[O-].[K+].[K+]. (2) Given the product [CH2:19]([O:21][C:22](=[O:35])[C:23]1[CH:24]=[CH:25][C:26]([N:29]2[CH2:30][CH2:31][N:32]([C:2]3[CH:18]=[CH:17][C:5]([C:6](=[O:7])[NH:8][C:9]4[CH:14]=[C:13]([I:15])[CH:12]=[C:11]([F:16])[CH:10]=4)=[CH:4][N:3]=3)[CH2:33][CH2:34]2)=[CH:27][CH:28]=1)[CH3:20], predict the reactants needed to synthesize it. The reactants are: Cl[C:2]1[CH:18]=[CH:17][C:5]([C:6]([NH:8][C:9]2[CH:14]=[C:13]([I:15])[CH:12]=[C:11]([F:16])[CH:10]=2)=[O:7])=[CH:4][N:3]=1.[CH2:19]([O:21][C:22](=[O:35])[C:23]1[CH:28]=[CH:27][C:26]([N:29]2[CH2:34][CH2:33][NH:32][CH2:31][CH2:30]2)=[CH:25][CH:24]=1)[CH3:20].C(OC(=O)C1C=CC(N2CCN(C3C=CC(C(=O)NC4C=CC(C)=C(I)C=4)=CN=3)CC2)=CC=1)C. (3) Given the product [Br:11][C:7]1[N:6]=[C:5]([C:3](=[O:4])[CH2:2][N:12]2[CH2:17][CH2:16][O:15][CH2:14][CH2:13]2)[CH:10]=[CH:9][CH:8]=1, predict the reactants needed to synthesize it. The reactants are: Br[CH2:2][C:3]([C:5]1[CH:10]=[CH:9][CH:8]=[C:7]([Br:11])[N:6]=1)=[O:4].[NH:12]1[CH2:17][CH2:16][O:15][CH2:14][CH2:13]1. (4) Given the product [Br:1][C:2]1[CH:14]=[CH:13][C:12]2[C:11]3[C:6](=[CH:7][C:8]([Br:15])=[CH:9][CH:10]=3)[N:5]([CH2:17][CH:18]([CH2:23][CH3:24])[CH2:19][CH2:20][CH2:21][CH3:22])[C:4]=2[CH:3]=1, predict the reactants needed to synthesize it. The reactants are: [Br:1][C:2]1[CH:14]=[CH:13][C:12]2[C:11]3[C:6](=[CH:7][C:8]([Br:15])=[CH:9][CH:10]=3)[NH:5][C:4]=2[CH:3]=1.Br[CH2:17][CH:18]([CH2:23][CH3:24])[CH2:19][CH2:20][CH2:21][CH3:22].S.C([N+](CCCC)(CCCC)CCCC)CCC.[OH-].[Na+]. (5) Given the product [C:1]([O:5][C:6](=[O:15])[C:7]1[CH:12]=[C:11]([CH:22]=[CH2:23])[N:10]=[C:9]([CH:28]=[CH2:29])[CH:8]=1)([CH3:4])([CH3:3])[CH3:2], predict the reactants needed to synthesize it. The reactants are: [C:1]([O:5][C:6](=[O:15])[C:7]1[CH:12]=[C:11](Cl)[N:10]=[C:9](Cl)[CH:8]=1)([CH3:4])([CH3:3])[CH3:2].B1(C=C)OB([CH:22]=[CH2:23])OB([CH:22]=[CH2:23])O1.[CH:28]1[CH:29]=[CH:28]N=C[CH:29]=1.C([O-])([O-])=O.[K+].[K+]. (6) Given the product [CH3:1][O:2][C:3](=[O:35])[C:4]1[CH:9]=[C:8]([N:10]2[CH:14]=[C:13]([C:15]3[CH:20]=[CH:19][C:18]([Cl:21])=[CH:17][C:16]=3[Cl:22])[N:12]=[C:11]2[CH2:23][C:24]2[CH:29]=[CH:28][C:27]([C:40]3[CH:41]=[CH:42][C:37]([OH:36])=[CH:38][CH:39]=3)=[CH:26][CH:25]=2)[CH:7]=[CH:6][C:5]=1[S:31]([CH3:34])(=[O:33])=[O:32], predict the reactants needed to synthesize it. The reactants are: [CH3:1][O:2][C:3](=[O:35])[C:4]1[CH:9]=[C:8]([N:10]2[CH:14]=[C:13]([C:15]3[CH:20]=[CH:19][C:18]([Cl:21])=[CH:17][C:16]=3[Cl:22])[N:12]=[C:11]2[CH2:23][C:24]2[CH:29]=[CH:28][C:27](Br)=[CH:26][CH:25]=2)[CH:7]=[CH:6][C:5]=1[S:31]([CH3:34])(=[O:33])=[O:32].[OH:36][C:37]1[CH:42]=[CH:41][C:40](B(O)O)=[CH:39][CH:38]=1.